This data is from Reaction yield outcomes from USPTO patents with 853,638 reactions. The task is: Predict the reaction yield, written as a fraction of the theoretical maximum amount of product (1.0 means a 100% yield; for example, 0.34 means a 34% yield). (1) The reactants are [C:1]([O:5][C:6]([N:8]1[CH2:12][C@H:11]([NH:13][C:14]([O:16][C:17]([CH3:20])([CH3:19])[CH3:18])=[O:15])[CH2:10][C@H:9]1[CH2:21][C:22]#[CH:23])=[O:7])([CH3:4])([CH3:3])[CH3:2].[CH2:24]([O:26][C:27]([C:29]1[C:38](=[O:39])[C:37]2[C:32](=[C:33](OS(C(F)(F)F)(=O)=O)[C:34]([F:41])=[C:35]([F:40])[CH:36]=2)[N:31]([CH:50]2[CH2:52][CH2:51]2)[CH:30]=1)=[O:28])[CH3:25].C1(P(C2C=CC=CC=2)C2C=CC=CC=2)C=CC=CC=1.C(N(CC)C(C)C)(C)C. The catalyst is [Pd].C1(P(C2C=CC=CC=2)C2C=CC=CC=2)C=CC=CC=1.C1(P(C2C=CC=CC=2)C2C=CC=CC=2)C=CC=CC=1.C1(P(C2C=CC=CC=2)C2C=CC=CC=2)C=CC=CC=1.C1(P(C2C=CC=CC=2)C2C=CC=CC=2)C=CC=CC=1.[Cu]I. The product is [CH2:24]([O:26][C:27]([C:29]1[C:38](=[O:39])[C:37]2[C:32](=[C:33]([C:23]#[C:22][CH2:21][C@@H:9]3[CH2:10][C@@H:11]([NH:13][C:14]([O:16][C:17]([CH3:20])([CH3:19])[CH3:18])=[O:15])[CH2:12][N:8]3[C:6]([O:5][C:1]([CH3:4])([CH3:3])[CH3:2])=[O:7])[C:34]([F:41])=[C:35]([F:40])[CH:36]=2)[N:31]([CH:50]2[CH2:51][CH2:52]2)[CH:30]=1)=[O:28])[CH3:25]. The yield is 0.910. (2) The reactants are [Cl:1][C:2]1[CH:7]=[CH:6][C:5]([C@H:8]2[CH2:13][CH2:12][N:11](C)[CH2:10][C@H:9]2[C:15]([O:17][CH3:18])=[O:16])=[CH:4][CH:3]=1.ClC(OC(Cl)C)=O.C(N(CC)CC)C.[C:41](O[C:41]([O:43][C:44]([CH3:47])([CH3:46])[CH3:45])=[O:42])([O:43][C:44]([CH3:47])([CH3:46])[CH3:45])=[O:42]. The catalyst is ClCCCl. The product is [Cl:1][C:2]1[CH:7]=[CH:6][C:5]([C@H:8]2[CH2:13][CH2:12][N:11]([C:41]([O:43][C:44]([CH3:45])([CH3:46])[CH3:47])=[O:42])[CH2:10][C@H:9]2[C:15]([O:17][CH3:18])=[O:16])=[CH:4][CH:3]=1. The yield is 0.660.